Dataset: Peptide-MHC class II binding affinity with 134,281 pairs from IEDB. Task: Regression. Given a peptide amino acid sequence and an MHC pseudo amino acid sequence, predict their binding affinity value. This is MHC class II binding data. (1) The peptide sequence is QPCNGVTMNDVKIEY. The MHC is HLA-DQA10301-DQB10302 with pseudo-sequence HLA-DQA10301-DQB10302. The binding affinity (normalized) is 0.250. (2) The peptide sequence is GVLQIVDKIDAAFKI. The MHC is DRB1_0404 with pseudo-sequence DRB1_0404. The binding affinity (normalized) is 0.652. (3) The peptide sequence is APQINFFYYLGEPIV. The MHC is DRB1_0901 with pseudo-sequence DRB1_0901. The binding affinity (normalized) is 0.410. (4) The peptide sequence is NKFVSPKSVSGTFVA. The MHC is DRB1_0901 with pseudo-sequence DRB1_0901. The binding affinity (normalized) is 0.733. (5) The peptide sequence is SMHQVLDEAIKACKT. The MHC is DRB4_0103 with pseudo-sequence DRB4_0103. The binding affinity (normalized) is 0.375. (6) The peptide sequence is FIKVRQYDQILIEICGKKAIGTV. The MHC is H-2-IAd with pseudo-sequence H-2-IAd. The binding affinity (normalized) is 0.358.